From a dataset of Experimentally validated miRNA-target interactions with 360,000+ pairs, plus equal number of negative samples. Binary Classification. Given a miRNA mature sequence and a target amino acid sequence, predict their likelihood of interaction. (1) The miRNA is mmu-miR-7068-3p with sequence UCACCCUGGACUGACUCUCAG. The protein sequence of the target gene is MAREMTILGSAVLTLLLAGYLAQQYLPLPTPKVIGIDLGTTYCSVGVFFPGTGKVKVIPDENGHISIPSMVSFTDNDVYVGYESVELADSNPQNTIYDAKRFIGKIFTAEELEAEIGRYPFKVLNKNGMVEFSVTSNETITVSPEYVGSRLLLKLKEMAEAYLGMPVANAVISVPAEFDLKQRNSTIEAANLAGLKILRVINEPTAAAMAYGLHKADVFHVLVIDLGGGTLDVSLLNKQGGMFLTRAMSGNNKLGGQDFNQRLLQYLYKQIYQTYGFVPSRKEEIHRLRQAVEMVKLNLT.... Result: 0 (no interaction). (2) The miRNA is hsa-miR-6813-3p with sequence AACCUUGGCCCCUCUCCCCAG. The protein sequence of the target gene is MPHCGTTNSEINLNSNELISYQKKKSNEDLQKKHDKKCSINLKTSQVPDGGFNNQYTQLTANKIEQYNCNDLDKVCIVPSSRSDGMEASFSELLLSPNKLISQPWQTAEEIENWQNDSFRQRNEMFSCIYTNSMLNQQPCSQQQLLATQLLYARLLRSQLAEREFHSNKFNMVHYSGSKKTMLREDELLSTPSSQDNNNNIKLIKDIENSISCVDPPLFEFSNVHQRAEQKNKQDDKNCYSPKLKSNKEALDGYDLQHTCDFIREQKNILIDIKKKLDNLSDSSGKFRKRLSVRQSHIEV.... Result: 0 (no interaction). (3) The miRNA is hsa-miR-4717-3p with sequence ACACAUGGGUGGCUGUGGCCU. The protein sequence of the target gene is MPRVKAAQAGRQSSAKRHLAEQFAVGEIITDMAKKEWKVGLPIGQGGFGCIYLADMNSSESVGSDAPCVVKVEPSDNGPLFTELKFYQRAAKPEQIQKWIRTRKLKYLGVPKYWGSGLHDKNGKSYRFMIMDRFGSDLQKIYEANAKRFSRKTVLQLSLRILDILEYIHEHEYVHGDIKASNLLLNYKNPDQVYLVDYGLAYRYCPEGVHKEYKEDPKRCHDGTIEFTSIDAHNGVAPSRRGDLEILGYCMIQWLTGHLPWEDNLKDPKYVRDSKIRYRENIASLMDKCFPEKNKPGEIA.... Result: 0 (no interaction). (4) The miRNA is mmu-miR-346-3p with sequence AGGCAGGGGCUGGGCCUGCAGC. The protein sequence of the target gene is MEPQAEERTLGEPAPPPSGALASPTPDEEERTEGGAPPTATPAGASGDSTSADGLWGLPVEHAERRPECGRCSRPQKVCLCPYLPVRPLQISTHLYIIQHPAEESRVLRTVPLLAACLPPDRCTVKIGRRFSEERDVELATVCRDSGTLILYPGAEATNLEEFILDSPVYPSTIILIDGTWSQAKDIFYKNSLFRLPKQVQLKTSVCSQYVIRMQPTNRCLSTLECAAVALSILEKNNCIQETLLRPLQALCSFQLQHGAQIRLSKEYLLRNGLYPKPMPKNKRKLRKMELLMNSVKI. Result: 0 (no interaction). (5) The miRNA is hsa-miR-4283 with sequence UGGGGCUCAGCGAGUUU. The protein sequence of the target gene is MADGDSGSERGGGGGPCGFQPASRGGGEQETQELASKRLDIQNKRFYLDVKQNAKGRFLKIAEVGAGGSKSRLTLSMAVAAEFRDSLGDFIEHYAQLGPSSPEQLAAGAEEGGGPRRALKSEFLVRENRKYYLDLKENQRGRFLRIRQTVNRGGGGFGAGPGPGGLQSGQTIALPAQGLIEFRDALAKLIDDYGGEDDELAGGPGGGAGGPGGGLYGELPEGTSITVDSKRFFFDVGCNKYGVFLRVSEVKPSYRNAITVPFKAWGKFGGAFCRYADEMKEIQERQRDKLYERRGGGSGG.... Result: 0 (no interaction). (6) The miRNA is hsa-miR-1288-3p with sequence UGGACUGCCCUGAUCUGGAGA. The protein sequence of the target gene is MEESDSEKKTEKENVGPKVEPPLGEPEGSLGWAMPNAAMKKKVLLMGKSGSGKTSMRSIIFANYIARDTRRLGATILDRIHSLQINSSLSTYSLVDSVGNTKTFDVEHSHVRFLGNLVLNLWDCGGQDTFMENYFTSQRDNIFRNVEVLIYVFDVESRELEKDMHYYQSCLEAILQNSPEAKIFCLVHKMDLVQEDQRDLIFKEREEDLRRLSRPLECSCFRTSIWDETLYKAWSSIVYQLIPNVQQLEMNLRNFAEIIEADEVLLFERATFLVISHYQCKEQRDAHRFEKISNIIKQFK.... Result: 0 (no interaction). (7) The miRNA is hsa-miR-93-5p with sequence CAAAGUGCUGUUCGUGCAGGUAG. The protein sequence of the target gene is MAEKVNNFPPLPKFIPLKPCFYQDFEADIPPQHVSMTKRLYYLWMLNSVTLAVNLVGCLAWLIGGGGATNFGLAFLWLILFTPCSYVCWFRPIYKAFKTDSSFSFMAFFFTFMAQLVISIIQAVGIPGWGVCGWIATISFFGTNIGSAVVMLIPTVMFTVMAVFSFIALSMVHKFYRGSGGSFSKAQEEWTTGAWKNPHVQQAAQNAAMGAAQGAMNQPQTQYSATPNYTYSNEM. Result: 1 (interaction).